Dataset: Full USPTO retrosynthesis dataset with 1.9M reactions from patents (1976-2016). Task: Predict the reactants needed to synthesize the given product. (1) Given the product [NH2:58][CH:54]([CH:55]([F:57])[F:56])[CH2:53][C:47]1[CH:48]=[CH:49][C:50]([Cl:52])=[CH:51][C:46]=1[CH2:45][NH:44][C:42](=[O:43])[C@@H:41]1[CH2:67][CH2:68][CH2:69][N:40]1[C:38](=[O:39])[C@H:36]([NH:35][C:33]([O:32][C:28]([CH3:31])([CH3:30])[CH3:29])=[O:34])[CH:70]1[CH2:71][CH2:72][CH2:73][CH2:74][CH2:75]1, predict the reactants needed to synthesize it. The reactants are: O=[N+]([O-])[O-].[O-][N+](=O)[O-].[O-][N+](=O)[O-].[O-][N+](=O)[O-].[O-][N+](=O)[O-].[O-][N+](=O)[O-].[Ce+4].[NH4+].[NH4+].[C:28]([O:32][C:33]([NH:35][C@:36]([CH:70]1[CH2:75][CH2:74][CH2:73][CH2:72][CH2:71]1)([C:38]([N:40]1[CH2:69][CH2:68][CH2:67][C@H:41]1[C:42]([NH:44][CH2:45][C:46]1[CH:51]=[C:50]([Cl:52])[CH:49]=[CH:48][C:47]=1[CH2:53][CH:54]([NH:58]C1C=CC(OC)=CC=1)[CH:55]([F:57])[F:56])=[O:43])=[O:39])N)=[O:34])([CH3:31])([CH3:30])[CH3:29]. (2) Given the product [NH:14]([C:2]1[N:11]=[C:10]([CH3:12])[CH:9]=[CH:8][C:3]=1[C:4]([O:6][CH3:7])=[O:5])[NH2:15], predict the reactants needed to synthesize it. The reactants are: Cl[C:2]1[N:11]=[C:10]([CH3:12])[CH:9]=[CH:8][C:3]=1[C:4]([O:6][CH3:7])=[O:5].O.[NH2:14][NH2:15]. (3) Given the product [Cl:25][C:26]1[CH:35]=[C:34]([C:36]([NH:8][CH2:9][C@H:10]2[CH2:11][CH2:12][C@H:13]([CH2:16][NH:17][C:18](=[O:24])[O:19][C:20]([CH3:21])([CH3:23])[CH3:22])[CH2:14][CH2:15]2)=[O:37])[C:33]2[C:28](=[CH:29][CH:30]=[CH:31][CH:32]=2)[N:27]=1, predict the reactants needed to synthesize it. The reactants are: CN1CCOCC1.[NH2:8][CH2:9][C@H:10]1[CH2:15][CH2:14][C@H:13]([CH2:16][NH:17][C:18](=[O:24])[O:19][C:20]([CH3:23])([CH3:22])[CH3:21])[CH2:12][CH2:11]1.[Cl:25][C:26]1[CH:35]=[C:34]([C:36](O)=[O:37])[C:33]2[C:28](=[CH:29][CH:30]=[CH:31][CH:32]=2)[N:27]=1.C1C=CC2N(O)N=NC=2C=1.C(Cl)CCl. (4) Given the product [C:30]1([CH3:40])[CH:35]=[CH:34][CH:33]=[C:32]([S:36]([N:1]2[C:10]3[C:5](=[N:6][CH:7]=[C:8]([NH:11][C:12](=[O:18])[O:13][C:14]([CH3:17])([CH3:15])[CH3:16])[CH:9]=3)[CH2:4][C@@H:3]([NH:19][C:20](=[O:29])[O:21][CH2:22][C:23]3[CH:28]=[CH:27][CH:26]=[CH:25][CH:24]=3)[CH2:2]2)(=[O:38])=[O:37])[CH:31]=1, predict the reactants needed to synthesize it. The reactants are: [NH:1]1[C:10]2[C:5](=[N:6][CH:7]=[C:8]([NH:11][C:12](=[O:18])[O:13][C:14]([CH3:17])([CH3:16])[CH3:15])[CH:9]=2)[CH2:4][C@@H:3]([NH:19][C:20](=[O:29])[O:21][CH2:22][C:23]2[CH:28]=[CH:27][CH:26]=[CH:25][CH:24]=2)[CH2:2]1.[C:30]1([CH3:40])[CH:35]=[CH:34][CH:33]=[C:32]([S:36](Cl)(=[O:38])=[O:37])[CH:31]=1. (5) Given the product [C:1]([C:5]1[N:6]([OH:25])[C:7]2[C:16]3[CH:15]=[N:14][N:13]=[C:12]([OH:17])[C:11]=3[C:10]3[CH:19]=[C:20]([F:23])[CH:21]=[CH:22][C:9]=3[C:8]=2[N:24]=1)([CH3:4])([CH3:2])[CH3:3], predict the reactants needed to synthesize it. The reactants are: [C:1]([C:5]1[N:6]([OH:25])[C:7]2[C:16]3[CH:15]=[N:14][N:13]=[C:12]([O:17]C)[C:11]=3[C:10]3[CH:19]=[C:20]([F:23])[CH:21]=[CH:22][C:9]=3[C:8]=2[N:24]=1)([CH3:4])([CH3:3])[CH3:2]. (6) Given the product [CH2:11]1[O:21][C:20]2[CH:19]=[CH:18][C:15]([CH2:16][NH:17][C:2]3[C:3]4[S:10][CH:9]=[CH:8][C:4]=4[N:5]=[CH:6][N:7]=3)=[CH:14][C:13]=2[O:12]1, predict the reactants needed to synthesize it. The reactants are: Cl[C:2]1[C:3]2[S:10][CH:9]=[CH:8][C:4]=2[N:5]=[CH:6][N:7]=1.[CH2:11]1[O:21][C:20]2[CH:19]=[CH:18][C:15]([CH2:16][NH2:17])=[CH:14][C:13]=2[O:12]1. (7) Given the product [CH2:18]([N:26]([CH2:25][CH2:24][O:23][C:22]1[CH:27]=[CH:28][CH:29]=[CH:30][C:21]=1[O:20][CH3:19])[CH2:3][CH:2]([OH:1])[CH2:4][O:5][C:6]1[C:18]2[C:17]3[C:12](=[CH:13][CH:14]=[CH:15][CH:16]=3)[NH:11][C:10]=2[CH:9]=[CH:8][CH:7]=1)[C:17]1[CH:12]=[CH:13][CH:14]=[CH:15][CH:16]=1, predict the reactants needed to synthesize it. The reactants are: [O:1]1[CH2:3][CH:2]1[CH2:4][O:5][C:6]1[C:18]2[C:17]3[C:12](=[CH:13][CH:14]=[CH:15][CH:16]=3)[NH:11][C:10]=2[CH:9]=[CH:8][CH:7]=1.[CH3:19][O:20][C:21]1[CH:30]=[CH:29][CH:28]=[CH:27][C:22]=1[O:23][CH2:24][CH2:25][NH2:26]. (8) Given the product [NH2:1][C:4]1[CH:9]=[CH:8][C:7]([N:10]2[C:18]3[C:13]([CH:14]=[CH:15][C:16]([C:19]4[CH:20]=[CH:21][CH:22]=[CH:23][CH:24]=4)([C:25]4[CH:30]=[CH:29][CH:28]=[CH:27][CH:26]=4)[CH:17]=3)=[C:12]([C:31]([O:33][CH2:34][CH3:35])=[O:32])[NH:11]2)=[CH:6][CH:5]=1, predict the reactants needed to synthesize it. The reactants are: [N+:1]([C:4]1[CH:9]=[CH:8][C:7]([N:10]2[C:18]3[C:13]([CH:14]=[CH:15][C:16]([C:25]4[CH:30]=[CH:29][CH:28]=[CH:27][CH:26]=4)([C:19]4[CH:24]=[CH:23][CH:22]=[CH:21][CH:20]=4)[CH:17]=3)=[C:12]([C:31]([O:33][CH2:34][CH3:35])=[O:32])[NH:11]2)=[CH:6][CH:5]=1)([O-])=O.